This data is from Forward reaction prediction with 1.9M reactions from USPTO patents (1976-2016). The task is: Predict the product of the given reaction. (1) Given the reactants Cl.[NH:2]1[C:10]2[C:5](=[CH:6][CH:7]=[CH:8][CH:9]=2)[CH:4]=[C:3]1[CH2:11][NH2:12].C1N=CN([C:18](N2C=NC=C2)=[O:19])C=1.[O:25]1[CH2:30][CH2:29][CH:28]([NH:31][C:32]2[N:33]=[CH:34][C:35]3[CH2:41][CH2:40][NH:39][CH2:38][C:36]=3[N:37]=2)[CH2:27][CH2:26]1, predict the reaction product. The product is: [NH:2]1[C:10]2[C:5](=[CH:6][CH:7]=[CH:8][CH:9]=2)[CH:4]=[C:3]1[CH2:11][NH:12][C:18]([N:39]1[CH2:40][CH2:41][C:35]2[CH:34]=[N:33][C:32]([NH:31][CH:28]3[CH2:27][CH2:26][O:25][CH2:30][CH2:29]3)=[N:37][C:36]=2[CH2:38]1)=[O:19]. (2) Given the reactants [Cl-].[F:2][C:3]1([F:9])[CH2:8][CH2:7][NH2+:6][CH2:5][CH2:4]1.CCN(C(C)C)C(C)C.[Br:19][C:20]1[CH:25]=[CH:24][C:23]([CH:26]([N:39]=[C:40]=[O:41])[C:27]([C@@H:29]2[CH2:34][CH2:33][CH2:32][CH2:31][C@H:30]2[C:35]([O:37][CH3:38])=[O:36])=[O:28])=[CH:22][CH:21]=1, predict the reaction product. The product is: [Br:19][C:20]1[CH:21]=[CH:22][C:23]([CH:26]([NH:39][C:40]([N:6]2[CH2:7][CH2:8][C:3]([F:9])([F:2])[CH2:4][CH2:5]2)=[O:41])[C:27]([C@@H:29]2[CH2:34][CH2:33][CH2:32][CH2:31][C@H:30]2[C:35]([O:37][CH3:38])=[O:36])=[O:28])=[CH:24][CH:25]=1. (3) Given the reactants [Br:1][C:2]1[CH:7]=[CH:6][C:5]([CH:8]([C:11]2[CH:16]=[CH:15][CH:14]=[CH:13][CH:12]=2)[CH:9]=[O:10])=[CH:4][CH:3]=1.CC(C)=[O:19].OS(O)(=O)=O.O=[Cr](=O)=O.C(O)(C)C, predict the reaction product. The product is: [Br:1][C:2]1[CH:3]=[CH:4][C:5]([CH:8]([C:11]2[CH:12]=[CH:13][CH:14]=[CH:15][CH:16]=2)[C:9]([OH:19])=[O:10])=[CH:6][CH:7]=1. (4) Given the reactants Br[CH2:2][C:3](=O)[CH2:4][C:5]1[CH:10]=[CH:9][C:8]([N+:11]([O-:13])=[O:12])=[CH:7][CH:6]=1.[C:15](=[S:19])([NH2:18])[CH2:16][CH3:17].C(=O)([O-])O.[Na+], predict the reaction product. The product is: [CH2:16]([C:15]1[S:19][CH:2]=[C:3]([CH2:4][C:5]2[CH:10]=[CH:9][C:8]([N+:11]([O-:13])=[O:12])=[CH:7][CH:6]=2)[N:18]=1)[CH3:17].